This data is from Reaction yield outcomes from USPTO patents with 853,638 reactions. The task is: Predict the reaction yield, written as a fraction of the theoretical maximum amount of product (1.0 means a 100% yield; for example, 0.34 means a 34% yield). (1) The reactants are [CH3:1][NH:2][C:3]1[C:4]([NH2:12])=[CH:5][C:6]([N+:9]([O-:11])=[O:10])=[CH:7][CH:8]=1.[CH3:13][N:14]=[C:15]=S.C(Cl)CCl. The catalyst is N1C=CC=CC=1. The product is [CH3:13][NH:14][C:15]1[N:2]([CH3:1])[C:3]2[CH:8]=[CH:7][C:6]([N+:9]([O-:11])=[O:10])=[CH:5][C:4]=2[N:12]=1. The yield is 0.620. (2) The reactants are [CH3:1][O:2][C:3](=[O:37])[CH2:4][C:5]1[CH:6]=[N:7][CH:8]=[C:9]([C:11]2[CH:16]=[CH:15][C:14]([C:17]([CH2:35][CH3:36])([C:20]3[CH:25]=[CH:24][C:23]([C:26]#[C:27][C:28]4([OH:33])[CH2:32][CH2:31][CH2:30][CH2:29]4)=[C:22]([CH3:34])[CH:21]=3)[CH2:18][CH3:19])=[CH:13][CH:12]=2)[CH:10]=1.[H][H]. The catalyst is CO.[C].[Pd]. The product is [CH3:1][O:2][C:3](=[O:37])[CH2:4][C:5]1[CH:6]=[N:7][CH:8]=[C:9]([C:11]2[CH:12]=[CH:13][C:14]([C:17]([CH2:35][CH3:36])([C:20]3[CH:25]=[CH:24][C:23]([CH2:26][CH2:27][C:28]4([OH:33])[CH2:32][CH2:31][CH2:30][CH2:29]4)=[C:22]([CH3:34])[CH:21]=3)[CH2:18][CH3:19])=[CH:15][CH:16]=2)[CH:10]=1. The yield is 0.790. (3) The reactants are FC(F)(F)C(O)=O.[CH3:8][S:9]([C:12]1[CH:33]=[CH:32][C:15]([O:16][C:17]2[N:22]=[CH:21][N:20]=[C:19]3[N:23]([CH:26]4[CH2:31][CH2:30][NH:29][CH2:28][CH2:27]4)[N:24]=[CH:25][C:18]=23)=[CH:14][CH:13]=1)(=[O:11])=[O:10].[S:34]1[CH:38]=[CH:37][CH:36]=[C:35]1[C:39](Cl)=[O:40].C(N(C(C)C)CC)(C)C. The catalyst is ClCCl. The product is [CH3:8][S:9]([C:12]1[CH:13]=[CH:14][C:15]([O:16][C:17]2[N:22]=[CH:21][N:20]=[C:19]3[N:23]([CH:26]4[CH2:27][CH2:28][N:29]([C:39]([C:35]5[S:34][CH:38]=[CH:37][CH:36]=5)=[O:40])[CH2:30][CH2:31]4)[N:24]=[CH:25][C:18]=23)=[CH:32][CH:33]=1)(=[O:11])=[O:10]. The yield is 0.830. (4) The reactants are [NH2:1][C:2]1[S:3][CH2:4][CH:5]2[CH2:10][N:9]([C:11]3[N:16]=[CH:15][C:14]([F:17])=[CH:13][N:12]=3)[CH2:8][C:6]2([C:18]2[CH:19]=[C:20]([NH:25][C:26]([C:28]3[CH:33]=[CH:32][C:31]([F:34])=[CH:30][N:29]=3)=[O:27])[CH:21]=[CH:22][C:23]=2[F:24])[N:7]=1.CO.[ClH:37].C(OCC)C. The catalyst is C(=O)=O.ClCCl. The product is [ClH:37].[NH2:1][C:2]1[S:3][CH2:4][C@@H:5]2[CH2:10][N:9]([C:11]3[N:16]=[CH:15][C:14]([F:17])=[CH:13][N:12]=3)[CH2:8][C@:6]2([C:18]2[CH:19]=[C:20]([NH:25][C:26]([C:28]3[CH:33]=[CH:32][C:31]([F:34])=[CH:30][N:29]=3)=[O:27])[CH:21]=[CH:22][C:23]=2[F:24])[N:7]=1. The yield is 0.380. (5) The catalyst is C(OCC)(=O)C.CCCCCC. The yield is 0.470. The reactants are [CH3:1][C:2]1[CH:3]=[C:4]2[C:8](=[CH:9][CH:10]=1)[NH:7][C:6](=[O:11])[C:5]2=O.O.NN.Cl. The product is [CH3:1][C:2]1[CH:3]=[C:4]2[C:8](=[CH:9][CH:10]=1)[NH:7][C:6](=[O:11])[CH2:5]2. (6) The product is [CH2:1]([C:3]1[N:4]([CH:28]([CH2:31][CH3:32])[CH2:29][CH3:30])[N:5]=[C:6]2[C:11]=1[CH:10]=[CH:9][C:8]([C:12]1[N:16]([C:17]3[CH:22]=[CH:21][C:20]([S:23]([CH3:26])(=[O:25])=[O:24])=[CH:19][CH:18]=3)[N:15]=[CH:14][CH:13]=1)=[CH:7]2)[CH3:2]. The catalyst is C(OCC)(=O)C.O. The reactants are [CH2:1]([C:3]1[C:11]2[C:6](=[CH:7][C:8]([C:12]3[N:16]([C:17]4[CH:22]=[CH:21][C:20]([S:23]([CH3:26])(=[O:25])=[O:24])=[CH:19][CH:18]=4)[N:15]=[CH:14][CH:13]=3)=[CH:9][CH:10]=2)[NH:5][N:4]=1)[CH3:2].Br[CH:28]([CH2:31][CH3:32])[CH2:29][CH3:30].C(=O)([O-])[O-].[K+].[K+].CN(C)C=O. The yield is 0.0370.